From a dataset of Forward reaction prediction with 1.9M reactions from USPTO patents (1976-2016). Predict the product of the given reaction. (1) Given the reactants [F:1][C:2]([F:21])([F:20])[CH2:3][N:4]1[CH:8]=[C:7]([N:9]2[C:17](=[O:18])[C:16]3[C:11](=[N:12][CH:13]=[CH:14][CH:15]=3)[C:10]2=[O:19])[CH:6]=[N:5]1, predict the reaction product. The product is: [OH:19][CH:10]1[C:11]2=[N:12][CH:13]=[CH:14][CH:15]=[C:16]2[C:17](=[O:18])[N:9]1[C:7]1[CH:6]=[N:5][N:4]([CH2:3][C:2]([F:21])([F:20])[F:1])[CH:8]=1. (2) Given the reactants [CH:1]1([N:4]2[C:8]3[N:9]=[CH:10][N:11]=[CH:12][C:7]=3[C:6]([C:13]([C:15]3[CH:20]=[CH:19][N:18]=[C:17]([N:21]=C(C4C=CC=CC=4)C4C=CC=CC=4)[CH:16]=3)=[O:14])=[CH:5]2)[CH2:3][CH2:2]1.Cl, predict the reaction product. The product is: [NH2:21][C:17]1[CH:16]=[C:15]([C:13]([C:6]2[C:7]3[CH:12]=[N:11][CH:10]=[N:9][C:8]=3[N:4]([CH:1]3[CH2:2][CH2:3]3)[CH:5]=2)=[O:14])[CH:20]=[CH:19][N:18]=1. (3) Given the reactants [CH3:1][C:2]1[CH:3]=[CH:4][C:5]([S:8]([NH:11]Cl)(=[O:10])=[O:9])=[CH:6][CH:7]=1.[Cl:13][C:14]1[CH:19]=[CH:18][C:17]([NH2:20])=[CH:16][CH:15]=1.[C:21]([N+:25]#[C-:26])([CH3:24])([CH3:23])[CH3:22], predict the reaction product. The product is: [C:21]([NH:25]/[C:26](=[N:11]/[S:8]([C:5]1[CH:4]=[CH:3][C:2]([CH3:1])=[CH:7][CH:6]=1)(=[O:10])=[O:9])/[NH:20][C:17]1[CH:18]=[CH:19][C:14]([Cl:13])=[CH:15][CH:16]=1)([CH3:24])([CH3:23])[CH3:22]. (4) Given the reactants [CH3:1][O:2][C:3]1[C:12]2[C:7](=[C:8]([O:13][CH3:14])[CH:9]=[CH:10][CH:11]=2)[N:6]=[C:5]([C:15]([N:17]2[CH2:22][CH2:21][C:20]3([CH2:31][C:30](=[O:32])[C:29]4[C:24](=[CH:25][CH:26]=[C:27](B5OC(C)(C)C(C)(C)O5)[CH:28]=4)[O:23]3)[CH2:19][CH2:18]2)=[O:16])[CH:4]=1.Br[C:43]1[CH:44]=[N:45][CH:46]=[C:47]([CH:51]=1)[C:48]([NH2:50])=[O:49].O1CCOCC1, predict the reaction product. The product is: [CH3:1][O:2][C:3]1[C:12]2[C:7](=[C:8]([O:13][CH3:14])[CH:9]=[CH:10][CH:11]=2)[N:6]=[C:5]([C:15]([N:17]2[CH2:18][CH2:19][C:20]3([CH2:31][C:30](=[O:32])[C:29]4[C:24](=[CH:25][CH:26]=[C:27]([C:43]5[CH:44]=[N:45][CH:46]=[C:47]([CH:51]=5)[C:48]([NH2:50])=[O:49])[CH:28]=4)[O:23]3)[CH2:21][CH2:22]2)=[O:16])[CH:4]=1. (5) Given the reactants [F:1][C:2]1[CH:8]=[C:7](I)[CH:6]=[CH:5][C:3]=1[NH2:4].[OH:10][C:11]1[C:16]([OH:17])=[CH:15][CH:14]=[CH:13][N:12]=1, predict the reaction product. The product is: [NH2:4][C:3]1[CH:5]=[CH:6][C:7]([N:12]2[CH:13]=[CH:14][CH:15]=[C:16]([OH:17])[C:11]2=[O:10])=[CH:8][C:2]=1[F:1].